Dataset: Forward reaction prediction with 1.9M reactions from USPTO patents (1976-2016). Task: Predict the product of the given reaction. (1) Given the reactants [CH:1]1([CH2:4][O:5][C:6]2[C:11]([O:12][CH3:13])=[CH:10][CH:9]=[CH:8][C:7]=2/[CH:14]=[CH:15]/[C:16]2[O:17][C:18]3[C:23]([C:24](=[O:26])[CH:25]=2)=[CH:22][CH:21]=[CH:20][CH:19]=3)[CH2:3][CH2:2]1.[N+]([O-])([O-])=O.[NH4+].[I:32]I.C(OCC)(=O)C, predict the reaction product. The product is: [CH:1]1([CH2:4][O:5][C:6]2[C:11]([O:12][CH3:13])=[CH:10][CH:9]=[CH:8][C:7]=2/[CH:14]=[CH:15]/[C:16]2[O:17][C:18]3[C:23]([C:24](=[O:26])[C:25]=2[I:32])=[CH:22][CH:21]=[CH:20][CH:19]=3)[CH2:3][CH2:2]1. (2) The product is: [F:13][C:2]1([F:1])[O:3][C:4]2=[CH:10][C:9]3[N:11]=[CH:16][C:15]([C:18]4[CH:23]=[CH:22][C:21]([C:24]([F:25])([F:26])[F:27])=[CH:20][CH:19]=4)=[N:12][C:8]=3[CH:7]=[C:5]2[O:6]1. Given the reactants [F:1][C:2]1([F:13])[O:6][C:5]2[CH:7]=[C:8]([NH2:12])[C:9]([NH2:11])=[CH:10][C:4]=2[O:3]1.O=[C:15]([C:18]1[CH:23]=[CH:22][C:21]([C:24]([F:27])([F:26])[F:25])=[CH:20][CH:19]=1)[CH:16]=O, predict the reaction product. (3) The product is: [CH2:11]([NH:13][C:14]([N:3]1[N:4]=[CH:5][C:6]2([CH2:10][CH2:9][CH2:8][CH2:7]2)[CH2:2]1)=[S:15])[CH3:12]. Given the reactants Cl.[CH:2]1[C:6]2([CH2:10][CH2:9][CH2:8][CH2:7]2)[CH2:5][NH:4][N:3]=1.[CH2:11]([N:13]=[C:14]=[S:15])[CH3:12].C(N(C(C)C)CC)(C)C, predict the reaction product. (4) Given the reactants Br[C:2]1[N:6]2[N:7]=[C:8]([C:11]3[CH:16]=[CH:15][N:14]([CH2:17][CH2:18][CH:19]([CH3:21])[CH3:20])[C:13](=[O:22])[CH:12]=3)[CH:9]=[CH:10][C:5]2=[N:4][CH:3]=1.[CH3:23][O:24][C:25]1[C:30](B(O)O)=[CH:29][CH:28]=[CH:27][N:26]=1.C(=O)([O-])[O-].[K+].[K+].CC(C1C=C(C(C)C)C(C2C=CC=CC=2P(C2CCCCC2)C2CCCCC2)=C(C(C)C)C=1)C, predict the reaction product. The product is: [CH2:17]([N:14]1[CH:15]=[CH:16][C:11]([C:8]2[CH:9]=[CH:10][C:5]3[N:6]([C:2]([C:30]4[C:25]([O:24][CH3:23])=[N:26][CH:27]=[CH:28][CH:29]=4)=[CH:3][N:4]=3)[N:7]=2)=[CH:12][C:13]1=[O:22])[CH2:18][CH:19]([CH3:21])[CH3:20]. (5) Given the reactants CN(C)C=O.[CH3:6][C:7]1([CH3:24])[C:12](=[CH2:13])[S:11][C:10]([NH:14][C:15]2[CH:20]=[CH:19][C:18]([CH3:21])=[CH:17][CH:16]=2)=[C:9]([CH:22]=O)[CH2:8]1.C(N(CC)CC)C.CS([Cl:36])(=O)=O, predict the reaction product. The product is: [Cl:36]/[CH:22]=[C:9]1/[C:10](=[N:14]/[C:15]2[CH:20]=[CH:19][C:18]([CH3:21])=[CH:17][CH:16]=2)/[S:11][C:12](=[CH2:13])[C:7]([CH3:24])([CH3:6])[CH2:8]/1. (6) Given the reactants [C:1](Cl)(=[O:8])[O:2][CH:3]1[CH2:7][CH2:6][CH2:5][CH2:4]1.Cl.Cl.Cl.[F:13][C:14]1[CH:38]=[CH:37][CH:36]=[CH:35][C:15]=1[CH2:16][C:17]1[N:21]2[N:22]=[CH:23][CH:24]=[CH:25][C:20]2=[C:19]([C:26]2[N:31]=[C:30]([NH2:32])[C:29]([NH2:33])=[C:28]([NH2:34])[N:27]=2)[N:18]=1, predict the reaction product. The product is: [CH:1]([OH:8])=[O:2].[NH2:34][C:28]1[C:29]([NH:33][C:1](=[O:8])[O:2][CH:3]2[CH2:7][CH2:6][CH2:5][CH2:4]2)=[C:30]([NH2:32])[N:31]=[C:26]([C:19]2[N:18]=[C:17]([CH2:16][C:15]3[CH:35]=[CH:36][CH:37]=[CH:38][C:14]=3[F:13])[N:21]3[C:20]=2[CH:25]=[CH:24][CH:23]=[N:22]3)[N:27]=1. (7) Given the reactants [CH3:1][O:2][C:3]([C:5]1([NH:15][C:16]([O:18][C:19]([CH3:22])([CH3:21])[CH3:20])=[O:17])[CH2:7][CH:6]1[CH2:8][CH2:9]OS(C)(=O)=O)=[O:4].[CH3:23][S-:24].[Na+], predict the reaction product. The product is: [CH3:1][O:2][C:3]([C:5]1([NH:15][C:16]([O:18][C:19]([CH3:20])([CH3:21])[CH3:22])=[O:17])[CH2:7][CH:6]1[CH2:8][CH2:9][S:24][CH3:23])=[O:4]. (8) Given the reactants [Li]C[CH2:3][CH2:4][CH3:5].C[Si](C)(C)N[Si](C)(C)C.[C:15]([O:18][CH2:19][C@H:20]1[C@H:24]([C:25]2[CH:26]([O:38]C(=O)C3C=CC=C(NC(C)C)C=3Cl)[C:27]([C:35](=[O:37])[CH3:36])(OC)[CH:28]=[CH:29][C:30]=2[O:31][CH3:32])[CH2:23][CH2:22][N:21]1[CH3:52])(=[O:17])[CH3:16].[ClH:53].[C:54](=[O:57])(O)[O-].[Na+].[CH2:59]1[CH2:63][O:62][CH2:61][CH2:60]1, predict the reaction product. The product is: [Cl:53][C:3]1[C:4]([NH:21][CH:20]([CH3:24])[CH3:19])=[CH:5][CH:61]=[CH:60][C:59]=1[C:63](=[O:62])[CH2:36][C:35]([C:27]1[C:26]([OH:38])=[C:25]([CH:24]2[CH2:23][CH2:22][N:21]([CH3:52])[CH:20]2[CH2:19][O:18][C:15](=[O:17])[CH3:16])[C:30]([O:31][CH3:32])=[CH:29][C:28]=1[O:57][CH3:54])=[O:37]. (9) Given the reactants [Cl:1][C:2]1[CH:18]=[CH:17][C:5]([CH2:6][NH:7][C:8]([NH:10][N:11]([CH2:13][C:14]([OH:16])=O)[CH3:12])=[O:9])=[CH:4][CH:3]=1.[NH2:19][C@@H:20]([CH3:44])[C:21]([N:23]([C@@H:35]([CH3:43])[CH:36]([O:40][CH2:41][CH3:42])[O:37][CH2:38][CH3:39])[CH2:24][C:25]1[C:34]2[C:29](=[CH:30][CH:31]=[CH:32][CH:33]=2)[CH:28]=[CH:27][CH:26]=1)=[O:22], predict the reaction product. The product is: [Cl:1][C:2]1[CH:3]=[CH:4][C:5]([CH2:6][NH:7][C:8](=[O:9])[NH:10][N:11]([CH2:13][C:14]([NH:19][C@@H:20]([CH3:44])[C:21]([N:23]([C@@H:35]([CH3:43])[CH:36]([O:40][CH2:41][CH3:42])[O:37][CH2:38][CH3:39])[CH2:24][C:25]2[C:34]3[C:29](=[CH:30][CH:31]=[CH:32][CH:33]=3)[CH:28]=[CH:27][CH:26]=2)=[O:22])=[O:16])[CH3:12])=[CH:17][CH:18]=1.